This data is from Reaction yield outcomes from USPTO patents with 853,638 reactions. The task is: Predict the reaction yield, written as a fraction of the theoretical maximum amount of product (1.0 means a 100% yield; for example, 0.34 means a 34% yield). (1) The reactants are Br[C:2]1[CH:3]=[CH:4][C:5]2[N:9]=[CH:8][N:7]([CH2:10][C:11]3[CH:16]=[CH:15][C:14]([O:17][CH3:18])=[CH:13][CH:12]=3)[C:6]=2[CH:19]=1.[CH2:20]1[C:29]2[C:24](=[CH:25][CH:26]=[CH:27][CH:28]=2)[CH2:23][CH2:22][N:21]1[CH2:30][CH:31]([OH:49])[CH2:32][O:33][C:34]1[CH:39]=[CH:38][CH:37]=[C:36](B2OC(C)(C)C(C)(C)O2)[CH:35]=1.C([O-])([O-])=O.[K+].[K+]. The catalyst is O1CCOCC1.O.C1C=CC(P(C2C=CC=CC=2)[C-]2C=CC=C2)=CC=1.C1C=CC(P(C2C=CC=CC=2)[C-]2C=CC=C2)=CC=1.Cl[Pd]Cl.[Fe+2]. The product is [CH2:20]1[C:29]2[C:24](=[CH:25][CH:26]=[CH:27][CH:28]=2)[CH2:23][CH2:22][N:21]1[CH2:30][CH:31]([OH:49])[CH2:32][O:33][C:34]1[CH:39]=[CH:38][CH:37]=[C:36]([C:2]2[CH:3]=[CH:4][C:5]3[N:9]=[CH:8][N:7]([CH2:10][C:11]4[CH:16]=[CH:15][C:14]([O:17][CH3:18])=[CH:13][CH:12]=4)[C:6]=3[CH:19]=2)[CH:35]=1. The yield is 0.242. (2) The reactants are CO[C:3]([C@@H:5]1[O:9][C:8](=[O:10])[N:7]([C:11]2[CH:20]=[CH:19][C:14]3[C:15]([CH3:18])=[N:16][O:17][C:13]=3[CH:12]=2)[CH2:6]1)=[O:4].Cl.[O:22]([NH2:24])[CH3:23].N1C=CC=CC=1.O. The catalyst is C(Cl)Cl. The product is [CH3:23][O:22][NH:24][C:3]([C@@H:5]1[O:9][C:8](=[O:10])[N:7]([C:11]2[CH:20]=[CH:19][C:14]3[C:15]([CH3:18])=[N:16][O:17][C:13]=3[CH:12]=2)[CH2:6]1)=[O:4]. The yield is 0.710.